Binary Classification. Given a miRNA mature sequence and a target amino acid sequence, predict their likelihood of interaction. From a dataset of Experimentally validated miRNA-target interactions with 360,000+ pairs, plus equal number of negative samples. (1) The miRNA is hsa-miR-4798-5p with sequence UUCGGUAUACUUUGUGAAUUGG. The protein sequence of the target gene is MFNPHALDSPAVIFDNGSGFCKAGLSGEFGPRHMVSSIVGHLKFQAPSAEANQKKYFVGEEALYKQEALQLHSPFERGLITGWDDVERLWKHLFEWELGVKPSDQPLLATEPSLNPRENREKMAEVMFENFGVPAFYLSDQAVLALYASACVTGLVVDSGDAVTCTVPIFEGYSLPHAVTKLHVAGRDITELLMQLLLASGHTFPCQLDKGLVDDIKKKLCYVALEPEKELSRRPEEVLREYKLPDGNIISLGDPLHQAPEALFVPQQLGSQSPGLSNMVSSSITKCDTDIQKILFGEIV.... Result: 0 (no interaction). (2) The miRNA is hsa-miR-378f with sequence ACUGGACUUGGAGCCAGAAG. The protein sequence of the target gene is MPRRKQEQPKRLPSHVSRQEEAEGELSEGEHWYGNSSETPSEASYGEVQENYKLSLEDRIQEQSTSPDTSLGSTTPSSHTLELVALDSEVLRDSLQCQDHLSPGVSSLCDDDPGSNKPLSSNLRRLLEAGSLKLDAAATANGRVESPVNVGSNLSFSPPSHHAQQLSVLARKLAEKQEQNDQYTPSNRFIWNQGKWLPNSTTTCSLSPDSAILKLKAAANAVLQDKSLTRTEETMRFESFSSPFSSQSASSTLAALSKKVSERSLTPGQEHPPPASSFLSLASMTSSAALLKEVAARAAG.... Result: 0 (no interaction). (3) The miRNA is rno-miR-145-5p with sequence GUCCAGUUUUCCCAGGAAUCCCU. The protein sequence of the target gene is MLSAFQRLFRVLFVIETVSEYGVLIFIYGWPFLQTLAMLLIGTVSFHLWIRRNRERNSRSGKTRCRSKRSEQSMDMGTSALSKKPWWTLPQNFHAPMVFHMEEDQEELIFGHGDTYLRCIEVHSHTLIQLESWFTATGQTRVTVVGPHRARQWLLHMFCCVGSQDSYHHARGLEMLERVRSQPLTNDDLVTSISVPPYTGDLSLAPRISGTVCLSVPQPSPYQVIGCSGFHLSSLYP. Result: 0 (no interaction). (4) The miRNA is mmu-miR-467g with sequence UAUACAUACACACACAUAUAU. The protein sequence of the target gene is MSSDVPLLNDYKQDFLLKRFPQTVLGGPRLKLGYCAPPYIYVNQIVLFLMPWALGGTGTLLYQLDILRDYTAAALSGGLMVFTAAVIQLISVYARSKPVVVRRMRTRDILAEEDQHEFTSCAGAETVKFLIPGKKYVANTVFHSVLAGLVCGLGTWYLLPNRVTLLYGSPGATAVLFVFGWITLCIGEYSLIVNTATETATFQTQDTYEITPLMRPLYIFFFVSVDLAHRFIVNIPALEQMNQILHILFVLLPFLWALGTLPPPDALLFWAVEQVLEFGLGGSSMSTHLRLLVMFIVSAG.... Result: 1 (interaction). (5) The miRNA is hsa-miR-324-5p with sequence CGCAUCCCCUAGGGCAUUGGUG. The protein sequence of the target gene is MLGWIKRLIRMVFQQVGVSMQSVLWSRKPYGSSRSIVRKIGTNLSLIQCPRVQFQINSHATEWSPSHPGEDAVASFADVGWVAKEEGECSARLRTEVRSRPPLQDDLLFFEKAPSRQISLPDLSQEEPQLKTPALANEEALQKICALENELAALRAQIAKIVTQQEQQNLTAGDLDSTTFGTIPPHPPPPPPPLPPPALGLHQSTSAVDLIKERREKRANAGKTLVKNNPKKPEMPNMLEILKEMNSVKLRSVKRSEQDVKPKPVDATDPAALIAEALKKKFAYRYRSDSQDEVEKGIPK.... Result: 1 (interaction).